From a dataset of NCI-60 drug combinations with 297,098 pairs across 59 cell lines. Regression. Given two drug SMILES strings and cell line genomic features, predict the synergy score measuring deviation from expected non-interaction effect. (1) Drug 1: C1=CC(=C2C(=C1NCCNCCO)C(=O)C3=C(C=CC(=C3C2=O)O)O)NCCNCCO. Drug 2: CCC(=C(C1=CC=CC=C1)C2=CC=C(C=C2)OCCN(C)C)C3=CC=CC=C3.C(C(=O)O)C(CC(=O)O)(C(=O)O)O. Cell line: 786-0. Synergy scores: CSS=63.1, Synergy_ZIP=11.0, Synergy_Bliss=8.52, Synergy_Loewe=-28.1, Synergy_HSA=10.1. (2) Drug 1: CC12CCC3C(C1CCC2=O)CC(=C)C4=CC(=O)C=CC34C. Drug 2: CN(C)N=NC1=C(NC=N1)C(=O)N. Cell line: NCI-H460. Synergy scores: CSS=25.2, Synergy_ZIP=-0.922, Synergy_Bliss=2.76, Synergy_Loewe=-4.99, Synergy_HSA=3.12. (3) Drug 1: CC1=CC2C(CCC3(C2CCC3(C(=O)C)OC(=O)C)C)C4(C1=CC(=O)CC4)C. Drug 2: C1=NNC2=C1C(=O)NC=N2. Cell line: HL-60(TB). Synergy scores: CSS=-5.48, Synergy_ZIP=5.77, Synergy_Bliss=-5.53, Synergy_Loewe=-14.3, Synergy_HSA=-13.6. (4) Drug 1: CC1OCC2C(O1)C(C(C(O2)OC3C4COC(=O)C4C(C5=CC6=C(C=C35)OCO6)C7=CC(=C(C(=C7)OC)O)OC)O)O. Drug 2: C1=NC2=C(N=C(N=C2N1C3C(C(C(O3)CO)O)F)Cl)N. Cell line: NCI-H226. Synergy scores: CSS=22.4, Synergy_ZIP=-4.91, Synergy_Bliss=-1.89, Synergy_Loewe=-0.109, Synergy_HSA=0.367.